Task: Binary Classification. Given a T-cell receptor sequence (or CDR3 region) and an epitope sequence, predict whether binding occurs between them.. Dataset: TCR-epitope binding with 47,182 pairs between 192 epitopes and 23,139 TCRs (1) The epitope is FLASKIGRLV. The TCR CDR3 sequence is CASSPRGTSGSREQFF. Result: 1 (the TCR binds to the epitope). (2) The epitope is FLNGSCGSV. The TCR CDR3 sequence is CATQRTNTGELFF. Result: 0 (the TCR does not bind to the epitope). (3) The epitope is DPFRLLQNSQVFS. The TCR CDR3 sequence is CASSQDLRGYTEAFF. Result: 1 (the TCR binds to the epitope). (4) The TCR CDR3 sequence is CASSRGLAGASEETQYF. Result: 0 (the TCR does not bind to the epitope). The epitope is FVRATATIPI. (5) The epitope is GMFNMLSTVLGVS. The TCR CDR3 sequence is CASSPSAGVPYNEQFF. Result: 0 (the TCR does not bind to the epitope). (6) The epitope is QECVRGTTVL. The TCR CDR3 sequence is CATSGEGSYNEQFF. Result: 0 (the TCR does not bind to the epitope). (7) The epitope is FTISVTTEIL. The TCR CDR3 sequence is CASSDGANFPEAFF. Result: 0 (the TCR does not bind to the epitope).